This data is from Full USPTO retrosynthesis dataset with 1.9M reactions from patents (1976-2016). The task is: Predict the reactants needed to synthesize the given product. (1) Given the product [Cl:24][C:19]1[CH:20]=[CH:21][CH:22]=[CH:23][C:18]=1[C:8]1[C:9]([C:11]2[CH:16]=[CH:15][C:14]([Cl:17])=[CH:13][CH:12]=2)=[CH:10][C:5]2[N:6]([C:2]([N:25]3[CH2:30][CH2:29][CH2:28][CH2:27][CH2:26]3)=[N:3][N:4]=2)[N:7]=1, predict the reactants needed to synthesize it. The reactants are: Cl[C:2]1[N:6]2[N:7]=[C:8]([C:18]3[CH:23]=[CH:22][CH:21]=[CH:20][C:19]=3[Cl:24])[C:9]([C:11]3[CH:16]=[CH:15][C:14]([Cl:17])=[CH:13][CH:12]=3)=[CH:10][C:5]2=[N:4][N:3]=1.[NH:25]1[CH2:30][CH2:29][CH2:28][CH2:27][CH2:26]1. (2) Given the product [F:16][C:17]1[CH:24]=[CH:23][C:20]([CH2:21][O:1][C:2]2[C:3]([CH3:13])=[C:4]([CH3:12])[C:5]([CH:6]=[O:7])=[C:8]([CH3:11])[C:9]=2[CH3:10])=[CH:19][CH:18]=1, predict the reactants needed to synthesize it. The reactants are: [OH:1][C:2]1[C:9]([CH3:10])=[C:8]([CH3:11])[C:5]([CH:6]=[O:7])=[C:4]([CH3:12])[C:3]=1[CH3:13].[H-].[Na+].[F:16][C:17]1[CH:24]=[CH:23][C:20]([CH2:21]Br)=[CH:19][CH:18]=1.Cl. (3) Given the product [C:1]([C:3]1[CH:11]=[CH:10][CH:9]=[C:8]2[C:4]=1[CH2:5][CH2:6][C@@H:7]2[N:12]([CH2:23][C:24]([N:26]([CH3:28])[CH3:27])=[O:25])[C:13](=[O:19])[O:14][C:15]([CH3:16])([CH3:18])[CH3:17])#[N:2], predict the reactants needed to synthesize it. The reactants are: [C:1]([C:3]1[CH:11]=[CH:10][CH:9]=[C:8]2[C:4]=1[CH2:5][CH2:6][C@@H:7]2[NH:12][C:13](=[O:19])[O:14][C:15]([CH3:18])([CH3:17])[CH3:16])#[N:2].[H-].[Na+].Cl[CH2:23][C:24]([N:26]([CH3:28])[CH3:27])=[O:25]. (4) Given the product [CH2:18]([C:20]1[CH:26]=[CH:25][CH:24]=[CH:23][C:21]=1[NH:22][C:4]1[C:5](=[O:17])[C:6](=[O:16])[C:7]=1[NH:8][C:9]1[CH:14]=[CH:13][CH:12]=[CH:11][C:10]=1[OH:15])[CH3:19], predict the reactants needed to synthesize it. The reactants are: C(O[C:4]1[C:5](=[O:17])[C:6](=[O:16])[C:7]=1[NH:8][C:9]1[CH:14]=[CH:13][CH:12]=[CH:11][C:10]=1[OH:15])C.[CH2:18]([C:20]1[CH:26]=[CH:25][CH:24]=[CH:23][C:21]=1[NH2:22])[CH3:19]. (5) Given the product [Cl:1][C:2]1[C:3]2[N:10]([CH2:12][CH2:13][O:14][CH3:15])[CH:9]=[CH:8][C:4]=2[N:5]=[CH:6][N:7]=1, predict the reactants needed to synthesize it. The reactants are: [Cl:1][C:2]1[C:3]2[NH:10][CH:9]=[CH:8][C:4]=2[N:5]=[CH:6][N:7]=1.Br[CH2:12][CH2:13][O:14][CH3:15].C(=O)([O-])[O-].[Cs+].[Cs+].CN(C)C=O.